From a dataset of Forward reaction prediction with 1.9M reactions from USPTO patents (1976-2016). Predict the product of the given reaction. (1) Given the reactants [Cl:1][C:2]1[CH:3]=[C:4]([CH2:9][OH:10])[CH:5]=[CH:6][C:7]=1[Cl:8].[H-].[Na+].[Cl:13][C:14]1[C:15](F)=[CH:16][C:17]([F:22])=[C:18]([CH:21]=1)[C:19]#[N:20], predict the reaction product. The product is: [Cl:13][C:14]1[C:15]([O:10][CH2:9][C:4]2[CH:5]=[CH:6][C:7]([Cl:8])=[C:2]([Cl:1])[CH:3]=2)=[CH:16][C:17]([F:22])=[C:18]([CH:21]=1)[C:19]#[N:20]. (2) Given the reactants [C:1]1([C:7]2([CH2:13][CH:14]=[O:15])[CH2:12][CH2:11][CH2:10][CH2:9][O:8]2)[CH:6]=[CH:5][CH:4]=[CH:3][CH:2]=1.S(=O)(=O)([OH:18])N.Cl([O-])=O.[Na+], predict the reaction product. The product is: [C:1]1([C:7]2([CH2:13][C:14]([OH:18])=[O:15])[CH2:12][CH2:11][CH2:10][CH2:9][O:8]2)[CH:2]=[CH:3][CH:4]=[CH:5][CH:6]=1. (3) Given the reactants [CH2:1]([O:8][C:9]1[C:24]([O:25][CH3:26])=[CH:23][C:12]([C:13]([N:15]2[CH2:19][C:18](=[CH2:20])[CH2:17][C@H:16]2[CH2:21][OH:22])=[O:14])=[C:11]([N+:27]([O-])=O)[CH:10]=1)[C:2]1[CH:7]=[CH:6][CH:5]=[CH:4][CH:3]=1.Cl[Sn]Cl.CO.C(Cl)(Cl)Cl.CO, predict the reaction product. The product is: [NH2:27][C:11]1[CH:10]=[C:9]([O:8][CH2:1][C:2]2[CH:3]=[CH:4][CH:5]=[CH:6][CH:7]=2)[C:24]([O:25][CH3:26])=[CH:23][C:12]=1[C:13]([N:15]1[CH2:19][C:18](=[CH2:20])[CH2:17][C@H:16]1[CH2:21][OH:22])=[O:14].